This data is from Full USPTO retrosynthesis dataset with 1.9M reactions from patents (1976-2016). The task is: Predict the reactants needed to synthesize the given product. (1) Given the product [Br:1][C:2]1[CH:13]=[CH:12][C:5]2[N:6]=[C:7]([CH2:9][CH2:10][N:21]3[CH2:22][CH2:23][CH2:17][CH:24]3[CH3:25])[S:8][C:4]=2[CH:3]=1, predict the reactants needed to synthesize it. The reactants are: [Br:1][C:2]1[CH:13]=[CH:12][C:5]2[N:6]=[C:7]([CH2:9][CH2:10]O)[S:8][C:4]=2[CH:3]=1.S(Cl)([CH3:17])(=O)=O.C([N:21]([CH2:24][CH3:25])[CH2:22][CH3:23])C. (2) Given the product [C:46]([NH:45][S:42]([C:41]1[C:36]2[S:35][N:34]=[C:33]([NH:32][CH2:31][CH2:30][CH2:29][NH:28][C:6](=[O:8])[C:5]3[CH:4]=[CH:3][C:2]([I:1])=[CH:10][CH:9]=3)[C:37]=2[CH:38]=[CH:39][CH:40]=1)(=[O:43])=[O:44])([CH3:49])([CH3:48])[CH3:47], predict the reactants needed to synthesize it. The reactants are: [I:1][C:2]1[CH:10]=[CH:9][C:5]([C:6]([OH:8])=O)=[CH:4][CH:3]=1.C(P(=O)(OCC)OCC)#N.CN1CCOCC1.[NH2:28][CH2:29][CH2:30][CH2:31][NH:32][C:33]1[C:37]2[CH:38]=[CH:39][CH:40]=[C:41]([S:42]([NH:45][C:46]([CH3:49])([CH3:48])[CH3:47])(=[O:44])=[O:43])[C:36]=2[S:35][N:34]=1. (3) Given the product [C:4]([O:3][C:1](=[O:8])[NH:2][C@H:24]([C:22]1[CH:21]=[N:20][CH:19]=[C:18]([Br:17])[CH:23]=1)[C@@H:25]([C:26]1[CH:31]=[C:30]([F:32])[CH:29]=[CH:28][C:27]=1[F:33])[OH:12])([CH3:7])([CH3:6])[CH3:5], predict the reactants needed to synthesize it. The reactants are: [C:1](=[O:8])([O:3][C:4]([CH3:7])([CH3:6])[CH3:5])[NH2:2].[OH-].[Na+].Cl[O:12]C(C)(C)C.[Br:17][C:18]1[CH:19]=[N:20][CH:21]=[C:22](/[CH:24]=[CH:25]/[C:26]2[CH:31]=[C:30]([F:32])[CH:29]=[CH:28][C:27]=2[F:33])[CH:23]=1. (4) Given the product [C:14]([N:17]1[C:25]2[C:20](=[CH:21][C:22]([C:26]3[NH:13][C:11]4[N:10]([N:9]=[C:8]([C:5]5[CH:4]=[CH:3][C:2]([F:1])=[CH:7][CH:6]=5)[N:12]=4)[C:28](=[O:29])[CH:27]=3)=[CH:23][CH:24]=2)[CH:19]=[N:18]1)(=[O:16])[CH3:15], predict the reactants needed to synthesize it. The reactants are: [F:1][C:2]1[CH:7]=[CH:6][C:5]([C:8]2[N:12]=[C:11]([NH2:13])[NH:10][N:9]=2)=[CH:4][CH:3]=1.[C:14]([N:17]1[C:25]2[C:20](=[CH:21][C:22]([C:26](=O)[CH2:27][C:28](OCC)=[O:29])=[CH:23][CH:24]=2)[CH:19]=[N:18]1)(=[O:16])[CH3:15].CC1C=CC(S(O)(=O)=O)=CC=1. (5) Given the product [F:1][C:2]1[CH:3]=[CH:4][C:5]([C@H:8]([CH2:12][CH:13]=[CH2:14])[CH2:9][N:10]([CH3:11])[C:20](=[O:22])[C:19]2[CH:23]=[C:24]([C:26]([F:29])([F:28])[F:27])[CH:25]=[C:17]([C:16]([F:15])([F:31])[F:30])[CH:18]=2)=[CH:6][CH:7]=1, predict the reactants needed to synthesize it. The reactants are: [F:1][C:2]1[CH:7]=[CH:6][C:5]([C@H:8]([CH2:12][CH:13]=[CH2:14])[CH2:9][NH:10][CH3:11])=[CH:4][CH:3]=1.[F:15][C:16]([F:31])([F:30])[C:17]1[CH:18]=[C:19]([CH:23]=[C:24]([C:26]([F:29])([F:28])[F:27])[CH:25]=1)[C:20]([OH:22])=O.CN(C(ON1N=NC2C=CC=CC1=2)=[N+](C)C)C.[B-](F)(F)(F)F.CCN(C(C)C)C(C)C. (6) Given the product [CH2:14]([N:6]1[C:7]2[C:3](=[C:2]([O:1][CH2:4][C:3]3[CH:7]=[CH:8][CH:9]=[CH:10][CH:2]=3)[CH:10]=[CH:9][CH:8]=2)[CH:4]=[C:5]1[CH3:11])[C:15]1[CH:20]=[CH:19][CH:18]=[CH:17][CH:16]=1, predict the reactants needed to synthesize it. The reactants are: [OH:1][C:2]1[CH:10]=[CH:9][CH:8]=[C:7]2[C:3]=1[CH:4]=[C:5]([CH3:11])[NH:6]2.[H-].[Na+].[CH2:14](Br)[C:15]1[CH:20]=[CH:19][CH:18]=[CH:17][CH:16]=1. (7) Given the product [CH:1]1([C:7]([N:9]([CH3:37])[CH2:10][CH2:11][O:12][C:13]2[CH:18]=[CH:17][C:16]([CH2:19][C@H:20]([NH:25][C:26]3[S:27][CH:28]=[C:29]([C:31]4[CH:36]=[CH:35][CH:34]=[CH:33][CH:32]=4)[N:30]=3)[C:21]([OH:23])=[O:22])=[CH:15][CH:14]=2)=[O:8])[CH2:6][CH2:5][CH2:4][CH2:3][CH2:2]1, predict the reactants needed to synthesize it. The reactants are: [CH:1]1([C:7]([N:9]([CH3:37])[CH2:10][CH2:11][O:12][C:13]2[CH:18]=[CH:17][C:16]([CH2:19][C@H:20]([NH:25][C:26]3[S:27][CH:28]=[C:29]([C:31]4[CH:36]=[CH:35][CH:34]=[CH:33][CH:32]=4)[N:30]=3)[C:21]([O:23]C)=[O:22])=[CH:15][CH:14]=2)=[O:8])[CH2:6][CH2:5][CH2:4][CH2:3][CH2:2]1.[Li+].[OH-].Cl.O.